From a dataset of Forward reaction prediction with 1.9M reactions from USPTO patents (1976-2016). Predict the product of the given reaction. (1) Given the reactants Cl.Cl.[N:3]1([CH2:9][CH2:10][CH2:11][O:12][C:13]2[CH:22]=[C:21]3[C:16]([CH2:17][CH2:18][NH:19][CH2:20]3)=[CH:15][CH:14]=2)[CH2:8][CH2:7][CH2:6][CH2:5][CH2:4]1.CCN(CC)CC.[CH:30]([S:33](Cl)(=[O:35])=[O:34])([CH3:32])[CH3:31], predict the reaction product. The product is: [N:3]1([CH2:9][CH2:10][CH2:11][O:12][C:13]2[CH:22]=[C:21]3[C:16]([CH2:17][CH2:18][N:19]([S:33]([CH:30]([CH3:32])[CH3:31])(=[O:35])=[O:34])[CH2:20]3)=[CH:15][CH:14]=2)[CH2:8][CH2:7][CH2:6][CH2:5][CH2:4]1. (2) The product is: [Cl:27][C:28]1[CH:35]=[CH:34][CH:33]=[C:32]([F:36])[C:29]=1[CH2:30][O:11][C:8]1[N:7]([C:12]2[CH:17]=[CH:16][CH:15]=[CH:14][C:13]=2[C:18]([F:21])([F:19])[F:20])[C:6]([S:5][CH2:4][C:3]2[C:22]([F:26])=[CH:23][CH:24]=[CH:25][C:2]=2[Cl:1])=[N:10][N:9]=1. Given the reactants [Cl:1][C:2]1[CH:25]=[CH:24][CH:23]=[C:22]([F:26])[C:3]=1[CH2:4][S:5][C:6]1[N:7]([C:12]2[CH:17]=[CH:16][CH:15]=[CH:14][C:13]=2[C:18]([F:21])([F:20])[F:19])[C:8]([OH:11])=[N:9][N:10]=1.[Cl:27][C:28]1[CH:35]=[CH:34][CH:33]=[C:32]([F:36])[C:29]=1[CH2:30]Br.C[O-].[Na+].Cl, predict the reaction product. (3) Given the reactants [CH3:1][CH:2]([CH3:31])[CH2:3][CH:4]([C:22]1[CH:30]=[CH:29][C:25]([C:26]([OH:28])=O)=[CH:24][N:23]=1)[NH:5][C:6]1[CH:11]=[CH:10][C:9]([C:12]2[CH:17]=[CH:16][C:15]([C:18]([F:21])([F:20])[F:19])=[CH:14][CH:13]=2)=[CH:8][CH:7]=1.C(N1C=CN=C1)(N1C=CN=C1)=O.C(N(CC)C(C)C)(C)C.[NH:53]1[C:57]([CH2:58][NH2:59])=[N:56][N:55]=[N:54]1, predict the reaction product. The product is: [NH:53]1[C:57]([CH2:58][NH:59][C:26](=[O:28])[C:25]2[CH:29]=[CH:30][C:22]([CH:4]([NH:5][C:6]3[CH:7]=[CH:8][C:9]([C:12]4[CH:17]=[CH:16][C:15]([C:18]([F:20])([F:21])[F:19])=[CH:14][CH:13]=4)=[CH:10][CH:11]=3)[CH2:3][CH:2]([CH3:1])[CH3:31])=[N:23][CH:24]=2)=[N:56][N:55]=[N:54]1. (4) Given the reactants [C:1]([C:4]1[CH:5]=[C:6]([CH:30]=[CH:31][CH:32]=1)/[CH:7]=[C:8]1/[C@H:9]([OH:29])[C@:10]2([CH2:25][CH2:24][C@H:23]3[C@@H:14]([CH2:15][CH2:16][C:17]4[CH:18]=[C:19]([C:26]([OH:28])=[O:27])[CH:20]=[CH:21][C:22]=43)[C@@H:12]2[CH2:13]/1)[CH3:11])(=[O:3])[NH2:2], predict the reaction product. The product is: [C:1]([C:4]1[CH:5]=[C:6]([CH:30]=[CH:31][CH:32]=1)[CH2:7][C@H:8]1[CH2:13][C@H:12]2[C@H:14]3[C@H:23]([CH2:24][CH2:25][C@:10]2([CH3:11])[C@H:9]1[OH:29])[C:22]1[CH:21]=[CH:20][C:19]([C:26]([OH:28])=[O:27])=[CH:18][C:17]=1[CH2:16][CH2:15]3)(=[O:3])[NH2:2]. (5) Given the reactants [C:1]1([N:7]([CH2:11][CH2:12][OH:13])[CH2:8][CH2:9][OH:10])[CH:6]=[CH:5][CH:4]=[CH:3][CH:2]=1.C(N(CC)CC)C.Cl[C:22](Cl)([O:24]C(=O)OC(Cl)(Cl)Cl)Cl, predict the reaction product. The product is: [C:1]1([N:7]2[CH2:11][CH2:12][O:13][C:22](=[O:24])[O:10][CH2:9][CH2:8]2)[CH:6]=[CH:5][CH:4]=[CH:3][CH:2]=1.